From a dataset of Full USPTO retrosynthesis dataset with 1.9M reactions from patents (1976-2016). Predict the reactants needed to synthesize the given product. (1) Given the product [F:31][C:2]([F:1])([F:30])[C:3]1[CH:4]=[C:5]([C@H:13]([O:15][C@H:16]2[CH2:17][C:18]([S:29][CH3:35])=[N:19][CH2:20][C@@H:21]2[C:22]2[CH:27]=[CH:26][C:25]([F:28])=[CH:24][CH:23]=2)[CH3:14])[CH:6]=[C:7]([C:9]([F:11])([F:12])[F:10])[CH:8]=1, predict the reactants needed to synthesize it. The reactants are: [F:1][C:2]([F:31])([F:30])[C:3]1[CH:4]=[C:5]([C@H:13]([O:15][C@@H:16]2[C@@H:21]([C:22]3[CH:27]=[CH:26][C:25]([F:28])=[CH:24][CH:23]=3)[CH2:20][NH:19][C:18](=[S:29])[CH2:17]2)[CH3:14])[CH:6]=[C:7]([C:9]([F:12])([F:11])[F:10])[CH:8]=1.[H-].[Na+].I[CH3:35]. (2) Given the product [F:1][C:2]1[CH:15]=[C:14]([N+:16]([O-:18])=[O:17])[CH:13]=[CH:12][C:3]=1[O:4][C:5]1[N:10]=[CH:9][N:8]=[C:7]([NH:11][C:20](=[O:19])[O:22][C:23]([CH3:26])([CH3:25])[CH3:24])[CH:6]=1, predict the reactants needed to synthesize it. The reactants are: [F:1][C:2]1[CH:15]=[C:14]([N+:16]([O-:18])=[O:17])[CH:13]=[CH:12][C:3]=1[O:4][C:5]1[N:10]=[CH:9][N:8]=[C:7]([NH2:11])[CH:6]=1.[O:19](C(OC(C)(C)C)=O)[C:20]([O:22][C:23]([CH3:26])([CH3:25])[CH3:24])=O. (3) Given the product [Br:1][C:36]1[CH:35]=[C:34]([C:37]2[CH:42]=[CH:41][C:40]([O:43][CH3:44])=[C:39]([O:45][CH3:46])[CH:38]=2)[S:33][C:32]=1[C:26]1[CH:27]=[CH:28][C:29]([O:30][CH3:31])=[C:24]([O:23][CH3:22])[CH:25]=1, predict the reactants needed to synthesize it. The reactants are: [Br:1]C1SC(Br)=CC=1Br.COC1C=C(B(O)O)C=CC=1OC.[CH3:22][O:23][C:24]1[CH:25]=[C:26]([C:32]2[S:33][C:34]([C:37]3[CH:42]=[CH:41][C:40]([O:43][CH3:44])=[C:39]([O:45][CH3:46])[CH:38]=3)=[CH:35][CH:36]=2)[CH:27]=[CH:28][C:29]=1[O:30][CH3:31]. (4) Given the product [CH2:1]([N:3]1[C:4]2[CH:9]=[CH:8][CH:7]=[C:6]([F:10])[C:5]=2[NH:11][C:12]1=[O:13])[CH3:2], predict the reactants needed to synthesize it. The reactants are: [CH2:1]([NH:3][C:4]1[C:5]([NH2:11])=[C:6]([F:10])[CH:7]=[CH:8][CH:9]=1)[CH3:2].[C:12](C1NC=CN=1)(C1NC=CN=1)=[O:13]. (5) Given the product [CH3:4][N:5]1[C:13]2[C:8](=[CH:9][C:10]([NH:14][C:15]3[C:16]4[CH:23]=[C:22]([C:24]5[CH2:25][CH2:26][N:27]([C:47]([N:44]6[CH2:45][CH2:46][N:41]([CH3:40])[CH2:42][CH2:43]6)=[O:48])[CH2:28][CH:29]=5)[NH:21][C:17]=4[N:18]=[CH:19][N:20]=3)=[CH:11][CH:12]=2)[CH:7]=[N:6]1, predict the reactants needed to synthesize it. The reactants are: Cl.Cl.Cl.[CH3:4][N:5]1[C:13]2[C:8](=[CH:9][C:10]([NH:14][C:15]3[C:16]4[CH:23]=[C:22]([C:24]5[CH2:25][CH2:26][NH:27][CH2:28][CH:29]=5)[NH:21][C:17]=4[N:18]=[CH:19][N:20]=3)=[CH:11][CH:12]=2)[CH:7]=[N:6]1.CCN(C(C)C)C(C)C.Cl.[CH3:40][N:41]1[CH2:46][CH2:45][N:44]([C:47](Cl)=[O:48])[CH2:43][CH2:42]1.O.